From a dataset of Forward reaction prediction with 1.9M reactions from USPTO patents (1976-2016). Predict the product of the given reaction. (1) Given the reactants [CH2:1]([S:8][CH:9]([CH:19](OC)[O:20]C)[CH2:10][NH:11][C:12](=[O:18])[O:13][C:14]([CH3:17])([CH3:16])[CH3:15])[C:2]1[CH:7]=[CH:6][CH:5]=[CH:4][CH:3]=1.C(O)(=O)C, predict the reaction product. The product is: [CH2:1]([S:8][CH:9]([CH:19]=[O:20])[CH2:10][NH:11][C:12](=[O:18])[O:13][C:14]([CH3:17])([CH3:15])[CH3:16])[C:2]1[CH:3]=[CH:4][CH:5]=[CH:6][CH:7]=1. (2) Given the reactants I[C:2]1[CH:3]=[C:4]2[C:9](=[CH:10][CH:11]=1)[O:8][C@@H:7]([CH2:12][NH:13][C:14](=[O:23])[O:15][CH2:16][C:17]1[CH:22]=[CH:21][CH:20]=[CH:19][CH:18]=1)[CH2:6][CH2:5]2.C(N(CC)CC)C.[C:31]([O:35][C:36]([CH3:39])([CH3:38])[CH3:37])(=[O:34])[CH:32]=[CH2:33], predict the reaction product. The product is: [CH2:16]([O:15][C:14]([NH:13][CH2:12][C@H:7]1[CH2:6][CH2:5][C:4]2[C:9](=[CH:10][CH:11]=[C:2](/[CH:33]=[CH:32]/[C:31]([O:35][C:36]([CH3:39])([CH3:38])[CH3:37])=[O:34])[CH:3]=2)[O:8]1)=[O:23])[C:17]1[CH:22]=[CH:21][CH:20]=[CH:19][CH:18]=1. (3) Given the reactants [CH3:1][O:2][C:3](=[O:25])[CH:4]([O:22][CH2:23][CH3:24])[CH2:5][C:6]1[CH:11]=[CH:10][CH:9]=[C:8]([CH2:12][CH2:13][NH:14][CH2:15][CH2:16][CH2:17][CH2:18][CH2:19][CH2:20][CH3:21])[CH:7]=1.F[C:27]1[CH:32]=[C:31](F)[CH:30]=[CH:29][C:28]=1[N:34]=[C:35]=[O:36].[CH:37](N(CC)C(C)C)(C)C.Cl, predict the reaction product. The product is: [CH3:1][O:2][C:3](=[O:25])[CH:4]([O:22][CH2:23][CH3:24])[CH2:5][C:6]1[CH:11]=[CH:10][CH:9]=[C:8]([CH2:12][CH2:13][N:14]([CH2:15][CH2:16][CH2:17][CH2:18][CH2:19][CH2:20][CH3:21])[C:35]([NH:34][C:28]2[CH:29]=[CH:30][C:31]([CH3:37])=[CH:32][CH:27]=2)=[O:36])[CH:7]=1. (4) Given the reactants [CH2:1]([O:3][C:4](=[O:21])[CH:5]([CH2:9][C:10]1[CH:15]=[CH:14][N:13]=[C:12]([NH:16]C(=O)C)[C:11]=1[F:20])[C:6](=O)[CH3:7])[CH3:2].[C:22]1(C=C[CH:27]=[C:25](O)[CH:24]=1)[OH:23].[CH3:30][S:31]([OH:34])(=[O:33])=[O:32].O, predict the reaction product. The product is: [CH3:30][S:31]([OH:34])(=[O:33])=[O:32].[F:20][C:11]1[C:12]([NH2:16])=[N:13][CH:14]=[CH:15][C:10]=1[CH2:9][C:5]1[C:4](=[O:21])[O:3][C:1]2[CH:2]=[C:22]([OH:23])[CH:24]=[CH:25][C:27]=2[C:6]=1[CH3:7].